Task: Regression/Classification. Given a drug SMILES string, predict its absorption, distribution, metabolism, or excretion properties. Task type varies by dataset: regression for continuous measurements (e.g., permeability, clearance, half-life) or binary classification for categorical outcomes (e.g., BBB penetration, CYP inhibition). For this dataset (solubility_aqsoldb), we predict Y.. Dataset: Aqueous solubility values for 9,982 compounds from the AqSolDB database (1) The compound is COc1ccc(C(=O)c2coc(S(N)(=O)=O)c2)cc1. The Y is -4.15 log mol/L. (2) The molecule is CN(C)S(=O)(=O)N=c1sc(S(N)(=O)=O)nn1C. The Y is -2.70 log mol/L. (3) The drug is Clc1cccc(Cl)c1Cl. The Y is -4.00 log mol/L. (4) The molecule is O=[N+]([O-])c1c(O)cccc1-c1ccccc1. The Y is -3.95 log mol/L. (5) The compound is c1ccc2ccccc2c1. The Y is -4.31 log mol/L. (6) The molecule is COc1ccc(C(=O)Nc2ccccc2)cc1N/N=C1\C(=O)C(C(=O)Nc2cc(Cl)ccc2OC)=Cc2ccccc21. The Y is -8.18 log mol/L.